This data is from Catalyst prediction with 721,799 reactions and 888 catalyst types from USPTO. The task is: Predict which catalyst facilitates the given reaction. (1) Reactant: [F:1][C:2]1[CH:30]=[C:29]([N+:31]([O-:33])=[O:32])[CH:28]=[CH:27][C:3]=1[O:4][C:5]1[CH:10]=[CH:9][N:8]=[C:7]2[CH:11]=[C:12]([C:14]3[CH2:19][CH2:18][N:17](C(OC(C)(C)C)=O)[CH2:16][CH:15]=3)[S:13][C:6]=12. Product: [F:1][C:2]1[CH:30]=[C:29]([N+:31]([O-:33])=[O:32])[CH:28]=[CH:27][C:3]=1[O:4][C:5]1[CH:10]=[CH:9][N:8]=[C:7]2[CH:11]=[C:12]([C:14]3[CH2:19][CH2:18][NH:17][CH2:16][CH:15]=3)[S:13][C:6]=12. The catalyst class is: 2. (2) Reactant: [N:1]1[CH:6]=[CH:5][N:4]=[CH:3][C:2]=1[N:7]1[C:15]2[CH:14]=[CH:13][N:12]=[CH:11][C:10]=2[N:9]=[N:8]1.[Cl:16][C:17]1[C:25]([C:26]([F:29])([F:28])[F:27])=[CH:24][CH:23]=[CH:22][C:18]=1[C:19](Cl)=[O:20].C[Mg+].[Br-].[C:33]([O-])(O)=O.[Na+]. Product: [Cl:16][C:17]1[C:25]([C:26]([F:29])([F:28])[F:27])=[CH:24][CH:23]=[CH:22][C:18]=1[C:19]([N:12]1[CH:13]=[CH:14][C:15]2[N:7]([C:2]3[CH:3]=[N:4][CH:5]=[CH:6][N:1]=3)[N:8]=[N:9][C:10]=2[CH:11]1[CH3:33])=[O:20]. The catalyst class is: 1. (3) Reactant: [CH3:1][C:2]([C:4]1[CH:9]=[CH:8][CH:7]=[C:6]([Br:10])[CH:5]=1)=O.C(O)=O.C([NH2:16])=O.Cl. Product: [Br:10][C:6]1[CH:5]=[C:4]([CH:2]([NH2:16])[CH3:1])[CH:9]=[CH:8][CH:7]=1. The catalyst class is: 8.